From a dataset of Forward reaction prediction with 1.9M reactions from USPTO patents (1976-2016). Predict the product of the given reaction. (1) Given the reactants Cl[C:2]1[N:7]=[C:6]2[O:8][C:9]3[N:26]=[C:25]([C:27]4[CH:37]=[CH:36][C:30]([C:31]([N:33]([CH3:35])[CH3:34])=[O:32])=[CH:29][CH:28]=4)[CH:24]=[CH:23][C:10]=3[CH:11]([C:12]([CH3:22])([CH3:21])[C:13](=[O:20])[NH:14][C:15]3[S:16][CH:17]=[N:18][N:19]=3)[C:5]2=[CH:4][CH:3]=1.[CH3:38][NH:39][CH3:40], predict the reaction product. The product is: [CH3:38][N:39]([CH3:40])[C:2]1[N:7]=[C:6]2[O:8][C:9]3[N:26]=[C:25]([C:27]4[CH:37]=[CH:36][C:30]([C:31]([N:33]([CH3:35])[CH3:34])=[O:32])=[CH:29][CH:28]=4)[CH:24]=[CH:23][C:10]=3[CH:11]([C:12]([CH3:22])([CH3:21])[C:13](=[O:20])[NH:14][C:15]3[S:16][CH:17]=[N:18][N:19]=3)[C:5]2=[CH:4][CH:3]=1. (2) Given the reactants [CH3:1][N:2]1[C@@H:11]([C@H:12]2[O:21][C:19](=[O:20])[C:18]3[C:17]([O:22][CH3:23])=[C:16]([O:24][CH3:25])[CH:15]=[CH:14][C:13]2=3)[C:10]2[C:9]([O:26][CH3:27])=[C:8]3[O:28][CH2:29][O:30][C:7]3=[CH:6][C:5]=2[CH2:4][CH2:3]1.S(Cl)([Cl:34])(=O)=O.CO.O, predict the reaction product. The product is: [Cl:34][C:6]1[C:5]2[CH2:4][CH2:3][N:2]([CH3:1])[C@@H:11]([C@@H:12]3[C:13]4[C:18](=[C:17]([O:22][CH3:23])[C:16]([O:24][CH3:25])=[CH:15][CH:14]=4)[C:19](=[O:20])[O:21]3)[C:10]=2[C:9]([O:26][CH3:27])=[C:8]2[O:28][CH2:29][O:30][C:7]=12. (3) Given the reactants Cl[C:2]1[C:3]2[S:11][C:10]3[CH:12]=[CH:13][CH:14]=[CH:15][C:9]=3[C:4]=2[N:5]=[C:6]([NH2:8])[N:7]=1.[CH3:16][N:17]1[CH2:22][CH2:21][NH:20][CH2:19][CH2:18]1, predict the reaction product. The product is: [CH3:16][N:17]1[CH2:22][CH2:21][N:20]([C:2]2[C:3]3[S:11][C:10]4[CH:12]=[CH:13][CH:14]=[CH:15][C:9]=4[C:4]=3[N:5]=[C:6]([NH2:8])[N:7]=2)[CH2:19][CH2:18]1. (4) Given the reactants [Br:1][CH2:2][CH2:3][CH2:4][CH2:5][CH2:6][CH2:7][CH2:8][CH2:9][CH2:10][OH:11].C(=O)(O)[O-].[Na+].[Br-].[K+].S(=O)(O)[O-].[Na+], predict the reaction product. The product is: [Br:1][CH2:2][CH2:3][CH2:4][CH2:5][CH2:6][CH2:7][CH2:8][CH2:9][CH:10]=[O:11]. (5) Given the reactants [CH2:1]([N:4]([CH2:16][C:17]([OH:19])=O)[NH:5][C:6](=[O:15])[NH:7][CH2:8][C:9]1[CH:14]=[CH:13][CH:12]=[CH:11][CH:10]=1)[CH:2]=[CH2:3].[NH2:20][C@@H:21]([CH2:45][C:46]1[CH:51]=[CH:50][C:49]([O:52][C:53]([CH3:56])([CH3:55])[CH3:54])=[CH:48][CH:47]=1)[C:22]([N:24]([C@@H:36]([CH3:44])[CH:37]([O:41][CH2:42][CH3:43])[O:38][CH2:39][CH3:40])[CH2:25][C:26]1[C:35]2[C:30](=[CH:31][CH:32]=[CH:33][CH:34]=2)[CH:29]=[CH:28][CH:27]=1)=[O:23], predict the reaction product. The product is: [CH2:1]([N:4]([CH2:16][C:17]([NH:20][C@@H:21]([CH2:45][C:46]1[CH:51]=[CH:50][C:49]([O:52][C:53]([CH3:56])([CH3:55])[CH3:54])=[CH:48][CH:47]=1)[C:22]([N:24]([C@@H:36]([CH3:44])[CH:37]([O:41][CH2:42][CH3:43])[O:38][CH2:39][CH3:40])[CH2:25][C:26]1[C:35]2[C:30](=[CH:31][CH:32]=[CH:33][CH:34]=2)[CH:29]=[CH:28][CH:27]=1)=[O:23])=[O:19])[NH:5][C:6]([NH:7][CH2:8][C:9]1[CH:10]=[CH:11][CH:12]=[CH:13][CH:14]=1)=[O:15])[CH:2]=[CH2:3]. (6) Given the reactants [O-]P([O-])([O-])=O.[K+].[K+].[K+].[NH2:9][CH2:10][CH2:11][CH2:12][CH2:13][CH2:14][OH:15].C(O)CO.I[C:21]1[CH:26]=[CH:25][C:24]([O:27][CH3:28])=[CH:23][CH:22]=1.N, predict the reaction product. The product is: [CH3:28][O:27][C:24]1[CH:25]=[CH:26][C:21]([NH:9][CH2:10][CH2:11][CH2:12][CH2:13][CH2:14][OH:15])=[CH:22][CH:23]=1. (7) Given the reactants [NH2:1][C:2]1[CH:22]=[CH:21][C:5]([O:6][C:7]2[C:16]3[C:11](=[CH:12][C:13]([O:19][CH3:20])=[C:14]([C:17]#[N:18])[CH:15]=3)[N:10]=[CH:9][CH:8]=2)=[CH:4][CH:3]=1.[F:23][C:24]1[CH:29]=[C:28]([F:30])[CH:27]=[CH:26][C:25]=1[N:31]=[C:32]=[O:33], predict the reaction product. The product is: [C:17]([C:14]1[CH:15]=[C:16]2[C:11](=[CH:12][C:13]=1[O:19][CH3:20])[N:10]=[CH:9][CH:8]=[C:7]2[O:6][C:5]1[CH:21]=[CH:22][C:2]([NH:1][C:32]([NH:31][C:25]2[CH:26]=[CH:27][C:28]([F:30])=[CH:29][C:24]=2[F:23])=[O:33])=[CH:3][CH:4]=1)#[N:18]. (8) Given the reactants C(OC([N:8]1[CH2:13][CH2:12][CH:11]([O:14][C:15]2[CH:16]=[CH:17][C:18]3[CH:22]([CH2:23][S:24]([CH3:27])(=[O:26])=[O:25])[O:21][B:20]([OH:28])[C:19]=3[CH:29]=2)[CH2:10][CH2:9]1)=O)(C)(C)C.Cl.CCOCC, predict the reaction product. The product is: [CH3:27][S:24]([CH2:23][CH:22]1[O:21][B:20]([OH:28])[C:19]2[CH:29]=[C:15]([O:14][CH:11]3[CH2:12][CH2:13][NH:8][CH2:9][CH2:10]3)[CH:16]=[CH:17][C:18]1=2)(=[O:26])=[O:25]. (9) Given the reactants [CH2:1]([O:8][C:9]1[C:10]([NH:15][C:16]([NH2:18])=[S:17])=[N:11][CH:12]=[CH:13][CH:14]=1)[C:2]1[CH:7]=[CH:6][CH:5]=[CH:4][CH:3]=1.C(N(CC)CC)C.Cl[CH2:27][C:28](=O)[CH3:29].CCO, predict the reaction product. The product is: [CH2:1]([O:8][C:9]1[C:10]([NH:15][C:16]2[S:17][CH:27]=[C:28]([CH3:29])[N:18]=2)=[N:11][CH:12]=[CH:13][CH:14]=1)[C:2]1[CH:3]=[CH:4][CH:5]=[CH:6][CH:7]=1. (10) The product is: [Br:1][C:2]1[C:3]([CH2:21][N:22]2[CH2:27][CH2:26][O:25][CH2:24][CH2:23]2)=[CH:4][C:5]([O:11][CH2:12][C:13]2[CH:18]=[CH:17][C:16]([F:19])=[CH:15][C:14]=2[F:20])=[C:6]([CH:10]=1)[C:7]([NH:28][C:29]1[CH:30]=[N:31][CH:32]=[CH:33][CH:34]=1)=[O:9]. Given the reactants [Br:1][C:2]1[C:3]([CH2:21][N:22]2[CH2:27][CH2:26][O:25][CH2:24][CH2:23]2)=[CH:4][C:5]([O:11][CH2:12][C:13]2[CH:18]=[CH:17][C:16]([F:19])=[CH:15][C:14]=2[F:20])=[C:6]([CH:10]=1)[C:7]([OH:9])=O.[NH2:28][C:29]1[CH:30]=[N:31][CH:32]=[CH:33][CH:34]=1.C(N(C(C)C)CC)(C)C.ON1C2N=CC=CC=2N=N1.C(Cl)CCl, predict the reaction product.